Dataset: Catalyst prediction with 721,799 reactions and 888 catalyst types from USPTO. Task: Predict which catalyst facilitates the given reaction. (1) Product: [CH3:16][O:15][C:5]1[C:6]2[N:10]=[C:9]([C:11]([F:14])([F:13])[F:12])[NH:8][C:7]=2[C:2]([C:30](=[O:33])[CH2:31][CH3:32])=[CH:3][CH:4]=1. Reactant: Br[C:2]1[C:7]2[NH:8][C:9]([C:11]([F:14])([F:13])[F:12])=[N:10][C:6]=2[C:5]([O:15][CH3:16])=[CH:4][CH:3]=1.C([Li])CCC.CCCCCC.CN(C)[C:30](=[O:33])[CH2:31][CH3:32].[Cl-].[NH4+]. The catalyst class is: 1. (2) Reactant: [N:1]1([C:5]2[N:14]=[C:13]3[C:8]([C:9](=[O:24])[C:10]([C:19]([O:21][CH2:22][CH3:23])=[O:20])=[CH:11][N:12]3[CH2:15][CH2:16][C:17]#[N:18])=[CH:7][CH:6]=2)[CH2:4][CH2:3][CH2:2]1.[Cl:25]N1C(C)(C)C(=O)N(Cl)C1=O. The catalyst class is: 22. Product: [N:1]1([C:5]2[N:14]=[C:13]3[C:8]([C:9](=[O:24])[C:10]([C:19]([O:21][CH2:22][CH3:23])=[O:20])=[CH:11][N:12]3[CH2:15][CH2:16][C:17]#[N:18])=[CH:7][C:6]=2[Cl:25])[CH2:2][CH2:3][CH2:4]1. (3) Reactant: [Br:1][C:2]1[CH:3]=[C:4]2[C:18](=[CH:19][CH:20]=1)[O:17][C:7]1=[N:8][C:9]([F:16])=[C:10]([Si:12]([CH3:15])([CH3:14])[CH3:13])[CH:11]=[C:6]1[C:5]2=O.[CH3:22][Mg]Br.Cl.CCOC(C)=O. Product: [Br:1][C:2]1[CH:3]=[C:4]2[C:18](=[CH:19][CH:20]=1)[O:17][C:7]1=[N:8][C:9]([F:16])=[C:10]([Si:12]([CH3:15])([CH3:14])[CH3:13])[CH:11]=[C:6]1[C:5]2=[CH2:22]. The catalyst class is: 20. (4) Reactant: [Cl:1][C:2]1[N:7]=[CH:6][C:5]2[C:8](I)=[N:9][N:10]([C:11]([C:24]3[CH:29]=[CH:28][CH:27]=[CH:26][CH:25]=3)([C:18]3[CH:23]=[CH:22][CH:21]=[CH:20][CH:19]=3)[C:12]3[CH:17]=[CH:16][CH:15]=[CH:14][CH:13]=3)[C:4]=2[CH:3]=1.[CH3:31][O:32][CH2:33]/[CH:34]=[CH:35]/B1OC(C)(C)C(C)(C)O1.C([O-])([O-])=O.[Na+].[Na+]. Product: [Cl:1][C:2]1[N:7]=[CH:6][C:5]2[C:8](/[CH:35]=[CH:34]/[CH2:33][O:32][CH3:31])=[N:9][N:10]([C:11]([C:24]3[CH:29]=[CH:28][CH:27]=[CH:26][CH:25]=3)([C:18]3[CH:23]=[CH:22][CH:21]=[CH:20][CH:19]=3)[C:12]3[CH:17]=[CH:16][CH:15]=[CH:14][CH:13]=3)[C:4]=2[CH:3]=1. The catalyst class is: 819. (5) Reactant: [Br:1][C:2]1[CH:7]=[C:6]([N+:8]([O-])=O)[C:5]([Cl:11])=[CH:4][C:3]=1[CH3:12].C(O)(=O)C.C(N)=N. Product: [Br:1][C:2]1[C:3]([CH3:12])=[CH:4][C:5]([Cl:11])=[C:6]([NH2:8])[CH:7]=1. The catalyst class is: 227. (6) Reactant: [CH3:1][C:2]1[C:3](Cl)=[N:4][C:5]2[C:10]([CH:11]=1)=[CH:9][CH:8]=[CH:7][CH:6]=2.[C:13]1(B(O)O)[CH:18]=[CH:17][CH:16]=[CH:15][CH:14]=1.C1(P(C2C=CC=CC=2)C2C=CC=CC=2)C=CC=CC=1.C([O-])([O-])=O.[K+].[K+]. Product: [C:13]1([C:3]2[C:2]([CH3:1])=[CH:11][C:10]3[C:5](=[CH:6][CH:7]=[CH:8][CH:9]=3)[N:4]=2)[CH:18]=[CH:17][CH:16]=[CH:15][CH:14]=1. The catalyst class is: 848. (7) Reactant: N#N.[CH3:3][C:4]1([C:9]2[O:13][C:12]([CH2:14]O)=[CH:11][CH:10]=2)[O:8][CH2:7][CH2:6][O:5]1.CCN(CC)CC.S([Cl:27])(C)(=O)=O. Product: [Cl:27][CH2:14][C:12]1[O:13][C:9]([C:4]2([CH3:3])[O:8][CH2:7][CH2:6][O:5]2)=[CH:10][CH:11]=1. The catalyst class is: 64.